From a dataset of Forward reaction prediction with 1.9M reactions from USPTO patents (1976-2016). Predict the product of the given reaction. (1) Given the reactants [Cl:1][C:2]1[S:3][C:4]([S:28]([N:31]2[C:37]3[CH:38]=[CH:39][CH:40]=[CH:41][C:36]=3[CH2:35][CH2:34][CH2:33][CH2:32]2)(=[O:30])=[O:29])=[CH:5][C:6]=1[N:7]1[C:16](=[O:17])[C:15]2[C:14]([C:18]([O:20]CC[Si](C)(C)C)=[O:19])=[CH:13][CH:12]=[CH:11][C:10]=2[NH:9][C:8]1=[O:27].[F-].C([N+](CCCC)(CCCC)CCCC)CCC.Cl, predict the reaction product. The product is: [Cl:1][C:2]1[S:3][C:4]([S:28]([N:31]2[C:37]3[CH:38]=[CH:39][CH:40]=[CH:41][C:36]=3[CH2:35][CH2:34][CH2:33][CH2:32]2)(=[O:29])=[O:30])=[CH:5][C:6]=1[N:7]1[C:16](=[O:17])[C:15]2[C:14]([C:18]([OH:20])=[O:19])=[CH:13][CH:12]=[CH:11][C:10]=2[NH:9][C:8]1=[O:27]. (2) Given the reactants [Cl:1]CCl.[Br:4][C:5]1[CH:6]=[CH:7][CH:8]=[C:9]2[C:13]=1[N:12]([CH3:14])[C:11]([C:15]([OH:17])=O)=[CH:10]2.C(Cl)(=O)C(Cl)=O, predict the reaction product. The product is: [Br:4][C:5]1[CH:6]=[CH:7][CH:8]=[C:9]2[C:13]=1[N:12]([CH3:14])[C:11]([C:15]([Cl:1])=[O:17])=[CH:10]2. (3) Given the reactants BrC1C=C(OC)C(N2CCN(C)CC2)=NC=1.[CH3:17][C@@H:18]1[NH:23][CH2:22][CH2:21][N:20]([C:24]([O:26][C:27]([CH3:30])([CH3:29])[CH3:28])=[O:25])[CH2:19]1.Cl[C:32]1[CH:37]=[C:36]([O:38][CH2:39][CH2:40][N:41]2[CH2:46][CH2:45][O:44][CH2:43][CH2:42]2)[CH:35]=[CH:34][N:33]=1, predict the reaction product. The product is: [CH3:17][C@@H:18]1[N:23]([C:34]2[CH:35]=[C:36]([O:38][CH2:39][CH2:40][N:41]3[CH2:46][CH2:45][O:44][CH2:43][CH2:42]3)[CH:37]=[CH:32][N:33]=2)[CH2:22][CH2:21][N:20]([C:24]([O:26][C:27]([CH3:29])([CH3:28])[CH3:30])=[O:25])[CH2:19]1. (4) Given the reactants [OH:1][C:2]1[CH:3]=[C:4]([CH:8]=[C:9]([OH:11])[CH:10]=1)[C:5]([OH:7])=[O:6].S(=O)(=O)(O)O.[CH2:17](O)[CH3:18], predict the reaction product. The product is: [CH2:17]([O:6][C:5](=[O:7])[C:4]1[CH:3]=[C:2]([OH:1])[CH:10]=[C:9]([OH:11])[CH:8]=1)[CH3:18]. (5) Given the reactants [O:1]1[C:11]2[C:6](=[CH:7][CH:8]=[CH:9][CH:10]=2)[CH2:5][CH2:4][C:2]1=[O:3].[Br:12]Br, predict the reaction product. The product is: [Br:12][C:8]1[CH:7]=[C:6]2[C:11](=[CH:10][CH:9]=1)[O:1][C:2](=[O:3])[CH2:4][CH2:5]2.